Dataset: Full USPTO retrosynthesis dataset with 1.9M reactions from patents (1976-2016). Task: Predict the reactants needed to synthesize the given product. (1) Given the product [CH3:1][O:2][C:3]([C:5]1[C:10]([CH:11]([CH3:13])[CH3:12])=[N:9][C:8]([N:14]2[CH2:19][CH2:18][O:17][CH2:16][CH2:15]2)=[CH:7][N:6]=1)=[O:4], predict the reactants needed to synthesize it. The reactants are: [CH3:1][O:2][C:3]([C:5]1[C:10]([C:11]([CH3:13])=[CH2:12])=[N:9][C:8]([N:14]2[CH2:19][CH2:18][O:17][CH2:16][CH2:15]2)=[CH:7][N:6]=1)=[O:4]. (2) Given the product [C:4]([O:3][C:1]([N:8]1[CH2:13][CH2:12][CH:11]([C:14](=[O:16])[N:20]([CH3:19])[O:21][CH3:22])[CH:10]([CH3:17])[CH2:9]1)=[O:2])([CH3:5])([CH3:6])[CH3:7], predict the reactants needed to synthesize it. The reactants are: [C:1]([N:8]1[CH2:13][CH2:12][CH:11]([C:14]([OH:16])=O)[CH:10]([CH3:17])[CH2:9]1)([O:3][C:4]([CH3:7])([CH3:6])[CH3:5])=[O:2].Cl.[CH3:19][NH:20][O:21][CH3:22].CN1CCOCC1.Cl.C(N=C=NCCCN(C)C)C.